From a dataset of Reaction yield outcomes from USPTO patents with 853,638 reactions. Predict the reaction yield, written as a fraction of the theoretical maximum amount of product (1.0 means a 100% yield; for example, 0.34 means a 34% yield). (1) The catalyst is CCOC(C)=O. The product is [Cl:1][C:2]1[CH:3]=[CH:4][C:5]([C:8]2[N:12]([C:13]3[CH:18]=[CH:17][CH:16]=[CH:15][C:14]=3[O:19][CH3:20])[N:11]=[C:10]([O:21][CH:27]3[CH2:32][C:31]([CH3:34])([CH3:33])[O:30][C:29]([CH3:36])([CH3:35])[CH2:28]3)[CH:9]=2)=[CH:6][CH:7]=1. The yield is 0.510. The reactants are [Cl:1][C:2]1[CH:7]=[CH:6][C:5]([C:8]2[N:12]([C:13]3[CH:18]=[CH:17][CH:16]=[CH:15][C:14]=3[O:19][CH3:20])[NH:11][C:10](=[O:21])[CH:9]=2)=[CH:4][CH:3]=1.CS(O[CH:27]1[CH2:32][C:31]([CH3:34])([CH3:33])[O:30][C:29]([CH3:36])([CH3:35])[CH2:28]1)(=O)=O.C(=O)([O-])[O-].[Cs+].[Cs+].C1(C)C=CC=CC=1. (2) The reactants are [F:1][CH:2]([F:13])[C:3]1[CH:12]=[CH:11][C:6]([C:7]([O:9]C)=[O:8])=[CH:5][CH:4]=1.[OH-].[K+]. The catalyst is CO. The product is [F:1][CH:2]([F:13])[C:3]1[CH:4]=[CH:5][C:6]([C:7]([OH:9])=[O:8])=[CH:11][CH:12]=1. The yield is 0.960. (3) The reactants are [Br:1][C:2]1[CH:8]=[CH:7][C:5]([NH2:6])=[CH:4][CH:3]=1.[C:9](O[C:9]([O:11][C:12]([CH3:15])([CH3:14])[CH3:13])=[O:10])([O:11][C:12]([CH3:15])([CH3:14])[CH3:13])=[O:10].CCN(C(C)C)C(C)C. The catalyst is CN(C=O)C. The product is [C:12]([O:11][C:9](=[O:10])[NH:6][C:5]1[CH:7]=[CH:8][C:2]([Br:1])=[CH:3][CH:4]=1)([CH3:15])([CH3:14])[CH3:13]. The yield is 0.930.